From a dataset of Peptide-MHC class I binding affinity with 185,985 pairs from IEDB/IMGT. Regression. Given a peptide amino acid sequence and an MHC pseudo amino acid sequence, predict their binding affinity value. This is MHC class I binding data. (1) The peptide sequence is TKDAERGKL. The MHC is HLA-A02:03 with pseudo-sequence HLA-A02:03. The binding affinity (normalized) is 0.0847. (2) The peptide sequence is HPDIVIYQY. The MHC is HLA-A01:01 with pseudo-sequence HLA-A01:01. The binding affinity (normalized) is 0.0333.